Dataset: Reaction yield outcomes from USPTO patents with 853,638 reactions. Task: Predict the reaction yield, written as a fraction of the theoretical maximum amount of product (1.0 means a 100% yield; for example, 0.34 means a 34% yield). The reactants are Cl[C:2]1[S:3][C:4]2[CH:10]=[C:9]([Cl:11])[CH:8]=[CH:7][C:5]=2[N:6]=1.C(=O)([O-])[O-].[K+].[K+].[NH:18]1[CH2:23][CH2:22][NH:21][CH2:20][CH2:19]1. The catalyst is CN(C=O)C. The product is [Cl:11][C:9]1[CH:8]=[CH:7][C:5]2[N:6]=[C:2]([N:18]3[CH2:23][CH2:22][NH:21][CH2:20][CH2:19]3)[S:3][C:4]=2[CH:10]=1. The yield is 1.00.